Task: Predict the reactants needed to synthesize the given product.. Dataset: Full USPTO retrosynthesis dataset with 1.9M reactions from patents (1976-2016) Given the product [CH:7]1([C@@H:5]2[N:4]([C:12]3[CH:19]=[CH:18][C:15]([C:16]#[N:17])=[C:14]([CH3:20])[N:13]=3)[N:3]=[C:2]([C:27]3[CH:26]=[CH:25][CH:24]=[C:23]([O:22][CH3:21])[CH:28]=3)[CH2:6]2)[CH2:11][CH2:10][CH2:9][CH2:8]1, predict the reactants needed to synthesize it. The reactants are: Cl[C:2]1[CH2:6][C@H:5]([CH:7]2[CH2:11][CH2:10][CH2:9][CH2:8]2)[N:4]([C:12]2[CH:19]=[CH:18][C:15]([C:16]#[N:17])=[C:14]([CH3:20])[N:13]=2)[N:3]=1.[CH3:21][O:22][C:23]1[CH:24]=[C:25](B2OC(C)(C)C(C)(C)O2)[CH:26]=[CH:27][CH:28]=1.